The task is: Predict which catalyst facilitates the given reaction.. This data is from Catalyst prediction with 721,799 reactions and 888 catalyst types from USPTO. (1) Reactant: [N:1]12[CH2:8][CH2:7][CH:4]([CH2:5][CH2:6]1)[CH:3]([O:9][C:10]1[CH:15]=[CH:14][C:13]([C:16]3[CH:21]=[CH:20][C:19]([NH:22][S:23]([CH3:26])(=[O:25])=[O:24])=[CH:18][CH:17]=3)=[CH:12][CH:11]=1)[CH2:2]2.[C:27]([OH:34])(=[O:33])/[CH:28]=[CH:29]/[C:30]([OH:32])=[O:31]. Product: [C:27]([OH:34])(=[O:33])/[CH:28]=[CH:29]/[C:30]([OH:32])=[O:31].[N:1]12[CH2:8][CH2:7][CH:4]([CH2:5][CH2:6]1)[CH:3]([O:9][C:10]1[CH:11]=[CH:12][C:13]([C:16]3[CH:21]=[CH:20][C:19]([NH:22][S:23]([CH3:26])(=[O:24])=[O:25])=[CH:18][CH:17]=3)=[CH:14][CH:15]=1)[CH2:2]2. The catalyst class is: 336. (2) Reactant: [C:1]([C:3]1[CH:8]=[CH:7][C:6]([CH2:9][CH2:10][C:11]2[N:15]([CH3:16])[C:14]3[CH:17]=[CH:18][C:19]([NH:21][CH2:22][C:23]4[C:32]5[C:27](=[CH:28][CH:29]=[CH:30][CH:31]=5)[CH:26]=[CH:25][CH:24]=4)=[CH:20][C:13]=3[N:12]=2)=[CH:5][CH:4]=1)#[N:2].[CH2:33]([N:40]=[C:41]=[O:42])[C:34]1[CH:39]=[CH:38][CH:37]=[CH:36][CH:35]=1. Product: [C:1]([C:3]1[CH:4]=[CH:5][C:6]([CH2:9][CH2:10][C:11]2[N:15]([CH3:16])[C:14]3[CH:17]=[CH:18][C:19]([N:21]([CH2:22][C:23]4[C:32]5[C:27](=[CH:28][CH:29]=[CH:30][CH:31]=5)[CH:26]=[CH:25][CH:24]=4)[C:41]([NH:40][CH2:33][C:34]4[CH:39]=[CH:38][CH:37]=[CH:36][CH:35]=4)=[O:42])=[CH:20][C:13]=3[N:12]=2)=[CH:7][CH:8]=1)#[N:2]. The catalyst class is: 4. (3) Reactant: [F:1][C:2]1[CH:3]=[CH:4][C:5]([O:19][CH3:20])=[C:6]([C:8]([CH3:18])([CH3:17])[CH2:9][C:10]2([C:13]([F:16])([F:15])[F:14])[CH2:12][O:11]2)[CH:7]=1.[N:21]1[C:30]2[C:25](=[CH:26][CH:27]=[CH:28][CH:29]=2)[C:24]([OH:31])=[CH:23][N:22]=1.[O-]CC.[Na+]. Product: [F:1][C:2]1[CH:3]=[CH:4][C:5]([O:19][CH3:20])=[C:6]([C:8]([CH3:18])([CH3:17])[CH2:9][C:10]([OH:11])([C:13]([F:16])([F:15])[F:14])[CH2:12][N:21]2[C:30]3[C:25](=[CH:26][CH:27]=[CH:28][CH:29]=3)[C:24](=[O:31])[CH:23]=[N:22]2)[CH:7]=1. The catalyst class is: 162. (4) Reactant: [CH3:1][S:2][C:3]1[CH:8]=[CH:7][CH:6]=[CH:5][C:4]=1[O:9][C:10]([F:13])([F:12])[F:11].ClC1C=C(C=CC=1)C(OO)=[O:19].[OH-:25].[Na+]. Product: [CH3:1][S:2]([C:3]1[CH:8]=[CH:7][CH:6]=[CH:5][C:4]=1[O:9][C:10]([F:11])([F:12])[F:13])(=[O:19])=[O:25]. The catalyst class is: 4. (5) Product: [CH2:12]([NH:16][CH2:17][CH2:18][CH2:19][CH2:20][OH:21])[CH2:13][CH2:14][CH3:15]. The catalyst class is: 11. Reactant: C(N)CCC.C1(=O)OCCC1.[CH2:12]([NH:16][C:17](=O)[CH2:18][CH2:19][CH2:20][OH:21])[CH2:13][CH2:14][CH3:15].CC(C[AlH]CC(C)C)C. (6) Reactant: O.[Na].[N+:3]([CH:6]([CH:9]=O)[CH:7]=O)([O-:5])=[O:4].[NH2:11][C:12]1[NH:16][N:15]=[C:14]([O:17][CH2:18][CH2:19][OH:20])[CH:13]=1. Product: [N+:3]([C:6]1[CH:7]=[N:11][C:12]2[N:16]([N:15]=[C:14]([O:17][CH2:18][CH2:19][OH:20])[CH:13]=2)[CH:9]=1)([O-:5])=[O:4]. The catalyst class is: 86. (7) Reactant: [CH2:1]([O:3][C:4]([C:6]1[C:11]([NH2:12])=[CH:10][CH:9]=[C:8](Br)[N:7]=1)=[O:5])[CH3:2].P([O-])([O-])([O-])=O.[K+].[K+].[K+].C1(P([CH:35]2[CH2:40][CH2:39]CCC2)C2CCCCC2)CCCCC1.C1(B(O)O)CC1. Product: [CH2:1]([O:3][C:4]([C:6]1[C:11]([NH2:12])=[CH:10][CH:9]=[C:8]([CH:39]2[CH2:40][CH2:35]2)[N:7]=1)=[O:5])[CH3:2]. The catalyst class is: 493.